From a dataset of Reaction yield outcomes from USPTO patents with 853,638 reactions. Predict the reaction yield, written as a fraction of the theoretical maximum amount of product (1.0 means a 100% yield; for example, 0.34 means a 34% yield). (1) The reactants are [Br:1][C:2]1[C:3]([F:16])=[CH:4][CH:5]=[C:6]2[C:11]=1[N:10]=[C:9](Cl)[N:8]([CH2:13][CH3:14])[C:7]2=[O:15].Cl.[CH3:18][C:19]1([NH2:22])[CH2:21][CH2:20]1. The catalyst is CS(C)=O. The product is [Br:1][C:2]1[C:3]([F:16])=[CH:4][CH:5]=[C:6]2[C:11]=1[N:10]=[C:9]([NH:22][C:19]1([CH3:18])[CH2:21][CH2:20]1)[N:8]([CH2:13][CH3:14])[C:7]2=[O:15]. The yield is 0.810. (2) The reactants are [C:1]([CH2:3][C:4]([C:6]1[CH:20]=[CH:19][C:9]2[N:10]=[C:11]([NH:13][C:14]([NH:16][CH2:17][CH3:18])=[O:15])[S:12][C:8]=2[CH:7]=1)=[O:5])#[N:2].CO. The catalyst is [Pt](=O)=O.C(Cl)(Cl)Cl. The product is [NH2:2][CH2:1][CH2:3][C:4]([C:6]1[CH:20]=[CH:19][C:9]2[N:10]=[C:11]([NH:13][C:14]([NH:16][CH2:17][CH3:18])=[O:15])[S:12][C:8]=2[CH:7]=1)=[O:5]. The yield is 1.00. (3) The product is [N:1]([C:21]1([CH:34]([CH3:37])[CH2:35][OH:36])[C:22]2[CH:27]=[C:26]([Cl:28])[N:25]=[CH:24][C:23]=2[O:29][C:30]2[C:20]1=[CH:19][C:18]([Br:17])=[CH:32][CH:31]=2)=[N+:2]=[N-:3]. The yield is 0.850. The catalyst is C1COCC1.CCOC(C)=O. The reactants are [N:1]([Si](C)(C)C)=[N+:2]=[N-:3].B(F)(F)F.CCOCC.[Br:17][C:18]1[CH:19]=[C:20]2[C:30](=[CH:31][CH:32]=1)[O:29][C:23]1[CH:24]=[N:25][C:26]([Cl:28])=[CH:27][C:22]=1[C:21]2([CH:34]([CH3:37])[CH2:35][OH:36])O.C(=O)(O)[O-]. (4) The reactants are [CH3:1][O:2][C:3](=[O:6])[CH2:4][NH2:5].[OH:7][C:8]1[CH:9]=[C:10]([CH:13]=[CH:14][CH:15]=1)[CH:11]=O.C(O)(=O)C.C([BH3-])#N.[Na+].C1COCC1. The catalyst is C1COCC1.CO. The product is [OH:7][C:8]1[CH:9]=[C:10]([CH:13]=[CH:14][CH:15]=1)[CH2:11][NH:5][CH2:4][C:3]([O:2][CH3:1])=[O:6]. The yield is 0.450. (5) The reactants are [Cl:1][C:2]1[CH:7]=[C:6]([OH:8])[CH:5]=[CH:4][C:3]=1[CH:9]([CH3:27])[C:10]([C:16]1[CH:17]=[CH:18][C:19]2[O:23][C:22](=[O:24])[N:21]([CH3:25])[C:20]=2[CH:26]=1)([OH:15])[C:11]([F:14])([F:13])[F:12].[Cl:28][C:29]1[CH:30]=[C:31](B(O)O)[CH:32]=[CH:33][C:34]=1[C:35]([O:37][CH3:38])=[O:36].N1C=CC=CC=1.Cl. The catalyst is C(Cl)Cl.C([O-])(=O)C.[Cu+2].C([O-])(=O)C. The product is [CH3:38][O:37][C:35](=[O:36])[C:34]1[CH:33]=[CH:32][C:31]([O:8][C:6]2[CH:5]=[CH:4][C:3]([CH:9]([CH3:27])[C:10]([OH:15])([C:16]3[CH:17]=[CH:18][C:19]4[O:23][C:22](=[O:24])[N:21]([CH3:25])[C:20]=4[CH:26]=3)[C:11]([F:12])([F:13])[F:14])=[C:2]([Cl:1])[CH:7]=2)=[CH:30][C:29]=1[Cl:28]. The yield is 0.270. (6) The reactants are [CH3:1]C(C)([O-])C.[K+].C(O)(C)(C)C.[Cl:12][C:13]1[CH:18]=[CH:17][CH:16]=[C:15]([F:19])[C:14]=1[CH2:20][C:21]([O:23][CH3:24])=[O:22].IC. The catalyst is C1COCC1. The product is [Cl:12][C:13]1[CH:18]=[CH:17][CH:16]=[C:15]([F:19])[C:14]=1[CH:20]([CH3:1])[C:21]([O:23][CH3:24])=[O:22]. The yield is 0.110.